Task: Predict the reaction yield, written as a fraction of the theoretical maximum amount of product (1.0 means a 100% yield; for example, 0.34 means a 34% yield).. Dataset: Reaction yield outcomes from USPTO patents with 853,638 reactions The reactants are [O:1]1[C:5]2[CH:6]=[CH:7][CH:8]=[CH:9][C:4]=2[CH:3]=[C:2]1B(O)O.Br[C:14]1[CH:35]=[CH:34][C:17]([C:18]([NH:20][S:21]([C:24]2[CH:29]=[CH:28][CH:27]=[CH:26][C:25]=2[S:30](=[O:33])(=[O:32])[NH2:31])(=[O:23])=[O:22])=[O:19])=[C:16]([CH3:36])[C:15]=1[O:37][CH3:38]. No catalyst specified. The product is [O:1]1[C:5]2[CH:6]=[CH:7][CH:8]=[CH:9][C:4]=2[CH:3]=[C:2]1[C:14]1[CH:35]=[CH:34][C:17]([C:18]([NH:20][S:21]([C:24]2[CH:29]=[CH:28][CH:27]=[CH:26][C:25]=2[S:30](=[O:32])(=[O:33])[NH2:31])(=[O:22])=[O:23])=[O:19])=[C:16]([CH3:36])[C:15]=1[O:37][CH3:38]. The yield is 0.480.